From a dataset of Full USPTO retrosynthesis dataset with 1.9M reactions from patents (1976-2016). Predict the reactants needed to synthesize the given product. (1) The reactants are: [NH:1]1[CH2:4][CH:3]([C:5]2[NH:9][N:8]=[C:7]([C:10]3[CH:15]=[CH:14][CH:13]=[CH:12][N:11]=3)[N:6]=2)[CH2:2]1.C(N(CC)CC)C.[CH3:23][NH:24][C:25]1[N:30]2[CH:31]=[CH:32][N:33]=[C:29]2[N:28]=[C:27]([C:34]2[CH:41]=[CH:40][C:37]([CH:38]=O)=[CH:36][CH:35]=2)[C:26]=1[C:42]1[CH:47]=[CH:46][CH:45]=[CH:44][CH:43]=1.C(O)(=O)C.[BH-](OC(C)=O)(OC(C)=O)OC(C)=O.[Na+].C([O-])(O)=O.[Na+]. Given the product [CH3:23][NH:24][C:25]1[N:30]2[CH:31]=[CH:32][N:33]=[C:29]2[N:28]=[C:27]([C:34]2[CH:41]=[CH:40][C:37]([CH2:38][N:1]3[CH2:4][CH:3]([C:5]4[N:6]=[C:7]([C:10]5[CH:15]=[CH:14][CH:13]=[CH:12][N:11]=5)[NH:8][N:9]=4)[CH2:2]3)=[CH:36][CH:35]=2)[C:26]=1[C:42]1[CH:47]=[CH:46][CH:45]=[CH:44][CH:43]=1, predict the reactants needed to synthesize it. (2) Given the product [NH2:1][C:2]1[CH:7]=[CH:6][CH:5]=[CH:4][C:3]=1[NH:8][C:9](=[O:28])[C:10]1[CH:15]=[CH:14][C:13]([CH2:16][N:17]2[CH2:25][C:24]3[C:19](=[CH:20][CH:21]=[C:22]([C:32]4[CH:31]=[C:30]([F:29])[CH:35]=[C:34]([F:36])[CH:33]=4)[CH:23]=3)[C:18]2=[O:27])=[CH:12][CH:11]=1, predict the reactants needed to synthesize it. The reactants are: [NH2:1][C:2]1[CH:7]=[CH:6][CH:5]=[CH:4][C:3]=1[NH:8][C:9](=[O:28])[C:10]1[CH:15]=[CH:14][C:13]([CH2:16][N:17]2[CH2:25][C:24]3[C:19](=[CH:20][CH:21]=[C:22](Br)[CH:23]=3)[C:18]2=[O:27])=[CH:12][CH:11]=1.[F:29][C:30]1[CH:31]=[C:32](B(O)O)[CH:33]=[C:34]([F:36])[CH:35]=1. (3) Given the product [CH3:37][O:39][C:40](=[O:43])[CH2:41][NH:42][CH2:34][CH2:33][O:32][C:30]1[CH:29]=[CH:28][C:25]2[N:26]3[CH:27]=[C:20]([C:17]4[CH:18]=[CH:19][C:14]([NH:13][C:11]([NH:10][C:7]5[CH:6]=[C:5]([C:1]([CH3:4])([CH3:3])[CH3:2])[O:9][N:8]=5)=[O:12])=[CH:15][CH:16]=4)[N:21]=[C:22]3[S:23][C:24]=2[CH:31]=1, predict the reactants needed to synthesize it. The reactants are: [C:1]([C:5]1[O:9][N:8]=[C:7]([NH:10][C:11]([NH:13][C:14]2[CH:19]=[CH:18][C:17]([C:20]3[N:21]=[C:22]4[N:26]([CH:27]=3)[C:25]3[CH:28]=[CH:29][C:30]([O:32][CH2:33][CH2:34]Cl)=[CH:31][C:24]=3[S:23]4)=[CH:16][CH:15]=2)=[O:12])[CH:6]=1)([CH3:4])([CH3:3])[CH3:2].Cl.[CH2:37]([O:39][C:40](=[O:43])[CH2:41][NH2:42])C.C(=O)([O-])[O-].[K+].[K+].[I-].[Na+].